From a dataset of NCI-60 drug combinations with 297,098 pairs across 59 cell lines. Regression. Given two drug SMILES strings and cell line genomic features, predict the synergy score measuring deviation from expected non-interaction effect. Drug 1: CC(C1=C(C=CC(=C1Cl)F)Cl)OC2=C(N=CC(=C2)C3=CN(N=C3)C4CCNCC4)N. Drug 2: CCN(CC)CCCC(C)NC1=C2C=C(C=CC2=NC3=C1C=CC(=C3)Cl)OC. Cell line: BT-549. Synergy scores: CSS=26.5, Synergy_ZIP=2.16, Synergy_Bliss=7.94, Synergy_Loewe=4.26, Synergy_HSA=4.00.